This data is from Full USPTO retrosynthesis dataset with 1.9M reactions from patents (1976-2016). The task is: Predict the reactants needed to synthesize the given product. (1) Given the product [CH3:25][N:12]1[C:13]2[N:20]=[C:19]([CH3:21])[CH:18]=[C:17]([N:22]([CH3:24])[CH3:23])[C:14]=2[C:15](=[O:16])[N:10]([CH2:9][CH2:8][CH2:7][CH2:6][C@H:5]([OH:4])[CH3:27])[C:11]1=[O:26], predict the reactants needed to synthesize it. The reactants are: C([O:4][C@H:5]([CH3:27])[CH2:6][CH2:7][CH2:8][CH2:9][N:10]1[C:15](=[O:16])[C:14]2[C:17]([N:22]([CH3:24])[CH3:23])=[CH:18][C:19]([CH3:21])=[N:20][C:13]=2[N:12]([CH3:25])[C:11]1=[O:26])(=O)C.[OH-].[K+]. (2) Given the product [F:14][C:15]1[CH:16]=[C:17]([C:2]2[N:3]=[CH:4][C:5]3[C:10]4([CH2:12][CH2:11]4)[C:9](=[O:13])[NH:8][C:6]=3[N:7]=2)[CH:18]=[CH:19][C:20]=1[OH:21], predict the reactants needed to synthesize it. The reactants are: Cl[C:2]1[N:3]=[CH:4][C:5]2[C:10]3([CH2:12][CH2:11]3)[C:9](=[O:13])[NH:8][C:6]=2[N:7]=1.[F:14][C:15]1[CH:16]=[C:17](B(O)O)[CH:18]=[CH:19][C:20]=1[O:21]C.C([O-])([O-])=O.[Cs+].[Cs+]. (3) Given the product [CH3:31][C:26]([N:4]1[CH2:3][CH2:2][N:1]([C:7]2[C:13]3[CH:14]=[CH:15][CH:16]=[CH:17][C:12]=3[S:11][C:10]3[CH:18]=[CH:19][CH:20]=[CH:21][C:9]=3[N:8]=2)[CH2:6][CH2:5]1)=[CH:27][CH3:28], predict the reactants needed to synthesize it. The reactants are: [N:1]1([C:7]2[C:13]3[CH:14]=[CH:15][CH:16]=[CH:17][C:12]=3[S:11][C:10]3[CH:18]=[CH:19][CH:20]=[CH:21][C:9]=3[N:8]=2)[CH2:6][CH2:5][NH:4][CH2:3][CH2:2]1.CC(C)=O.[C:26]1(C)[CH:31]=CC(S(O)(=O)=O)=[CH:28][CH:27]=1. (4) Given the product [NH2:4][C:5]1[C:15]([N+:16]([O-:18])=[O:17])=[CH:14][C:8]([C:9]([OH:11])=[O:10])=[C:7]([O:19][CH3:20])[CH:6]=1, predict the reactants needed to synthesize it. The reactants are: C([NH:4][C:5]1[C:15]([N+:16]([O-:18])=[O:17])=[CH:14][C:8]([C:9]([O:11]CC)=[O:10])=[C:7]([O:19][CH3:20])[CH:6]=1)(=O)C.[OH-].[Na+].O.Cl.